This data is from Forward reaction prediction with 1.9M reactions from USPTO patents (1976-2016). The task is: Predict the product of the given reaction. Given the reactants [F:1][C:2]1[CH:7]=[C:6]([CH2:8][N:9]=[C:10]=[O:11])[CH:5]=[CH:4][C:3]=1[N:12]1[CH2:16][CH2:15][CH2:14][CH2:13]1.[CH3:17][N:18]1[C:26]2[CH:25]=[CH:24][CH:23]=[C:22]([NH2:27])[C:21]=2[CH:20]=[N:19]1.N1C2C=CC=C(N)C=2C=N1, predict the reaction product. The product is: [F:1][C:2]1[CH:7]=[C:6]([CH:5]=[CH:4][C:3]=1[N:12]1[CH2:16][CH2:15][CH2:14][CH2:13]1)[CH2:8][NH:9][C:10]([NH:27][C:22]1[CH:23]=[CH:24][CH:25]=[C:26]2[C:21]=1[CH:20]=[N:19][N:18]2[CH3:17])=[O:11].